Dataset: NCI-60 drug combinations with 297,098 pairs across 59 cell lines. Task: Regression. Given two drug SMILES strings and cell line genomic features, predict the synergy score measuring deviation from expected non-interaction effect. Drug 1: CC1=C(C=C(C=C1)NC2=NC=CC(=N2)N(C)C3=CC4=NN(C(=C4C=C3)C)C)S(=O)(=O)N.Cl. Drug 2: CC1CCC2CC(C(=CC=CC=CC(CC(C(=O)C(C(C(=CC(C(=O)CC(OC(=O)C3CCCCN3C(=O)C(=O)C1(O2)O)C(C)CC4CCC(C(C4)OC)OCCO)C)C)O)OC)C)C)C)OC. Cell line: OVCAR3. Synergy scores: CSS=14.9, Synergy_ZIP=2.08, Synergy_Bliss=0.838, Synergy_Loewe=-12.0, Synergy_HSA=0.408.